This data is from Forward reaction prediction with 1.9M reactions from USPTO patents (1976-2016). The task is: Predict the product of the given reaction. (1) Given the reactants [O:1]=[C:2]1[CH2:7][CH2:6][CH:5]([O:8][C:9]2[CH:32]=[CH:31][C:12]([C:13]([NH:15][CH2:16][CH2:17][NH:18][C:19]([C:21]3[CH:30]=[CH:29][C:28]4[C:23](=[CH:24][CH:25]=[CH:26][CH:27]=4)[CH:22]=3)=[O:20])=[O:14])=[CH:11][CH:10]=2)[CH2:4][CH2:3]1.[CH3:33]COCC, predict the reaction product. The product is: [OH:1][C:2]1([CH3:33])[CH2:7][CH2:6][CH:5]([O:8][C:9]2[CH:32]=[CH:31][C:12]([C:13]([NH:15][CH2:16][CH2:17][NH:18][C:19]([C:21]3[CH:30]=[CH:29][C:28]4[C:23](=[CH:24][CH:25]=[CH:26][CH:27]=4)[CH:22]=3)=[O:20])=[O:14])=[CH:11][CH:10]=2)[CH2:4][CH2:3]1. (2) Given the reactants [NH2:1][C:2]1[C:11]2[N:12]=[C:13]([CH2:22][CH3:23])[N:14]([CH2:15][CH:16]3[CH2:21][CH2:20][O:19][CH2:18][CH2:17]3)[C:10]=2[C:9]2[CH:8]=[CH:7][C:6]([OH:24])=[CH:5][C:4]=2[N:3]=1.Br[CH2:26][C:27]([N:29]1[CH2:34][CH2:33][O:32][CH2:31][CH2:30]1)=[O:28].C(=O)([O-])[O-].[Cs+].[Cs+].CN(C=O)C, predict the reaction product. The product is: [CH2:22]([C:13]1[N:14]([CH2:15][CH:16]2[CH2:21][CH2:20][O:19][CH2:18][CH2:17]2)[C:10]2[C:9]3[CH:8]=[CH:7][C:6]([O:24][CH2:26][C:27]([N:29]4[CH2:34][CH2:33][O:32][CH2:31][CH2:30]4)=[O:28])=[CH:5][C:4]=3[N:3]=[C:2]([NH2:1])[C:11]=2[N:12]=1)[CH3:23]. (3) Given the reactants [Cl:1][C:2]1[CH:3]=[CH:4][C:5]([CH3:11])=[C:6]([CH:10]=1)[C:7]([OH:9])=[O:8].S(=O)(=O)(O)O.[N+:17]([O-])([OH:19])=[O:18], predict the reaction product. The product is: [Cl:1][C:2]1[CH:3]=[C:4]([N+:17]([O-:19])=[O:18])[C:5]([CH3:11])=[C:6]([CH:10]=1)[C:7]([OH:9])=[O:8]. (4) Given the reactants CC(C[AlH]CC(C)C)C.[CH3:10][C:11]1[N:16]=[CH:15][N:14]=[C:13]([C:17]23[CH2:24][CH2:23][C:20]([C:25](OC)=[O:26])([CH2:21][CH2:22]2)[CH2:19][CH2:18]3)[CH:12]=1, predict the reaction product. The product is: [CH3:10][C:11]1[N:16]=[CH:15][N:14]=[C:13]([C:17]23[CH2:24][CH2:23][C:20]([CH2:25][OH:26])([CH2:21][CH2:22]2)[CH2:19][CH2:18]3)[CH:12]=1. (5) The product is: [Cl:1][CH2:2][C:3]1[CH:12]=[CH:11][C:6]2[C:7](=[O:10])[N:8]([C:19]([C:13]3[CH:18]=[CH:17][CH:16]=[CH:15][CH:14]=3)([C:26]3[CH:27]=[CH:28][CH:29]=[CH:30][CH:31]=3)[C:20]3[CH:21]=[CH:22][CH:23]=[CH:24][CH:25]=3)[O:9][C:5]=2[CH:4]=1. Given the reactants [Cl:1][CH2:2][C:3]1[CH:12]=[CH:11][C:6]2[C:7]([OH:10])=[N:8][O:9][C:5]=2[CH:4]=1.[C:13]1([C:19](Cl)([C:26]2[CH:31]=[CH:30][CH:29]=[CH:28][CH:27]=2)[C:20]2[CH:25]=[CH:24][CH:23]=[CH:22][CH:21]=2)[CH:18]=[CH:17][CH:16]=[CH:15][CH:14]=1.N1C=CC=CC=1.O, predict the reaction product. (6) The product is: [CH3:35][N:34]([CH3:36])[CH2:33][CH2:32][N:31]([CH3:30])[C:2]1[C:7]([N+:8]([O-:10])=[O:9])=[CH:6][C:5]([NH:11][C:12]2[N:17]=[C:16]([C:18]3[C:26]4[C:21](=[CH:22][CH:23]=[CH:24][CH:25]=4)[N:20]([CH3:27])[CH:19]=3)[CH:15]=[CH:14][N:13]=2)=[C:4]([O:28][CH3:29])[CH:3]=1. Given the reactants F[C:2]1[C:7]([N+:8]([O-:10])=[O:9])=[CH:6][C:5]([NH:11][C:12]2[N:17]=[C:16]([C:18]3[C:26]4[C:21](=[CH:22][CH:23]=[CH:24][CH:25]=4)[N:20]([CH3:27])[CH:19]=3)[CH:15]=[CH:14][N:13]=2)=[C:4]([O:28][CH3:29])[CH:3]=1.[CH3:30][NH:31][CH2:32][CH2:33][N:34]([CH3:36])[CH3:35].C(N(C(C)C)C(C)C)C.O, predict the reaction product. (7) Given the reactants Cl[C:2]([O:4][CH:5]([Cl:7])[CH3:6])=[O:3].N1C=CC=CC=1.[CH3:14][C@@H:15]([OH:19])[CH2:16][CH2:17][CH3:18].CC1(C)C2(CS(O)(=O)=O)C(CC1CC2)=O, predict the reaction product. The product is: [CH3:14][C@@H:15]([O:19][C:2](=[O:3])[O:4][CH:5]([Cl:7])[CH3:6])[CH2:16][CH2:17][CH3:18].